Dataset: Forward reaction prediction with 1.9M reactions from USPTO patents (1976-2016). Task: Predict the product of the given reaction. (1) Given the reactants [CH2:1]([O:8][C:9]1[CH:14]=[CH:13][C:12]([NH:15][C:16]2[C:17]3[CH:24]=[C:23]([C:25]4[CH:30]=[CH:29][C:28]([CH2:31]Cl)=[CH:27][CH:26]=4)[NH:22][C:18]=3[N:19]=[CH:20][N:21]=2)=[CH:11][CH:10]=1)[C:2]1[CH:7]=[CH:6][CH:5]=[CH:4][CH:3]=1.[CH3:33][NH:34][CH3:35], predict the reaction product. The product is: [CH2:1]([O:8][C:9]1[CH:14]=[CH:13][C:12]([NH:15][C:16]2[C:17]3[CH:24]=[C:23]([C:25]4[CH:30]=[CH:29][C:28]([CH2:31][N:34]([CH3:35])[CH3:33])=[CH:27][CH:26]=4)[NH:22][C:18]=3[N:19]=[CH:20][N:21]=2)=[CH:11][CH:10]=1)[C:2]1[CH:7]=[CH:6][CH:5]=[CH:4][CH:3]=1. (2) Given the reactants [Br:1][C:2]1[CH:3]=[C:4]([S:12](Cl)(=[O:14])=[O:13])[C:5]2[CH:6]=[CH:7][N:8]=[CH:9][C:10]=2[CH:11]=1.[C:16]([O:20][C:21](=[O:26])[NH:22][CH2:23][CH2:24][NH2:25])([CH3:19])([CH3:18])[CH3:17].N1C=CC=CC=1, predict the reaction product. The product is: [C:16]([O:20][C:21](=[O:26])[NH:22][CH2:23][CH2:24][NH:25][S:12]([C:4]1[C:5]2[CH:6]=[CH:7][N:8]=[CH:9][C:10]=2[CH:11]=[C:2]([Br:1])[CH:3]=1)(=[O:14])=[O:13])([CH3:19])([CH3:17])[CH3:18]. (3) Given the reactants [CH3:1][O:2][C:3]([C:5]1[C:6]([CH:17]([CH3:19])[CH3:18])=[N:7][C:8]2[C:13]([C:14]=1Cl)=[CH:12][C:11]([Cl:16])=[CH:10][CH:9]=2)=[O:4].[CH:20]([C:23]1[CH:24]=[C:25](B(O)O)[CH:26]=[CH:27][CH:28]=1)([CH3:22])[CH3:21], predict the reaction product. The product is: [CH3:1][O:2][C:3]([C:5]1[C:6]([CH:17]([CH3:19])[CH3:18])=[N:7][C:8]2[C:13]([C:14]=1[C:27]1[CH:26]=[CH:25][CH:24]=[C:23]([CH:20]([CH3:22])[CH3:21])[CH:28]=1)=[CH:12][C:11]([Cl:16])=[CH:10][CH:9]=2)=[O:4]. (4) Given the reactants C([N:8](CC1C=CC=CC=1)[C:9]1([CH2:13][NH:14][C:15]2[C:24]3[C:19](=[CH:20][CH:21]=[C:22]([CH3:25])[CH:23]=3)[N:18]=[C:17]([N:26]3[CH2:32][CH2:31][C:30]([F:34])([F:33])[C:29]4[CH:35]=[CH:36][CH:37]=[CH:38][C:28]=4[CH2:27]3)[N:16]=2)[CH2:12][O:11][CH2:10]1)C1C=CC=CC=1, predict the reaction product. The product is: [NH2:8][C:9]1([CH2:13][NH:14][C:15]2[C:24]3[C:19](=[CH:20][CH:21]=[C:22]([CH3:25])[CH:23]=3)[N:18]=[C:17]([N:26]3[CH2:32][CH2:31][C:30]([F:34])([F:33])[C:29]4[CH:35]=[CH:36][CH:37]=[CH:38][C:28]=4[CH2:27]3)[N:16]=2)[CH2:10][O:11][CH2:12]1. (5) Given the reactants [F:1][CH:2]([NH:32][CH:33]1[CH2:37][CH2:36][N:35]([CH3:38])[CH2:34]1)[C:3]1[CH:8]=[CH:7][C:6]([C:9]([NH:11][C:12]2[CH:17]=[CH:16][C:15]([CH3:18])=[C:14]([NH:19][C:20]3[N:25]=[C:24]([C:26]4[CH:27]=[N:28][CH:29]=[CH:30][CH:31]=4)[CH:23]=[CH:22][N:21]=3)[CH:13]=2)=[O:10])=[CH:5][CH:4]=1.[CH2:39]=O, predict the reaction product. The product is: [F:1][CH:2]([N:32]([CH3:39])[CH:33]1[CH2:37][CH2:36][N:35]([CH3:38])[CH2:34]1)[C:3]1[CH:8]=[CH:7][C:6]([C:9]([NH:11][C:12]2[CH:17]=[CH:16][C:15]([CH3:18])=[C:14]([NH:19][C:20]3[N:25]=[C:24]([C:26]4[CH:27]=[N:28][CH:29]=[CH:30][CH:31]=4)[CH:23]=[CH:22][N:21]=3)[CH:13]=2)=[O:10])=[CH:5][CH:4]=1.